This data is from Forward reaction prediction with 1.9M reactions from USPTO patents (1976-2016). The task is: Predict the product of the given reaction. (1) Given the reactants [CH3:1][C:2]1[CH:14]=[C:13]([C:15](=O)[CH2:16][C:17]2[CH:22]=[CH:21][CH:20]=[CH:19][CH:18]=2)[CH:12]=[CH:11][C:3]=1[O:4][CH2:5][C:6]([O:8][CH2:9][CH3:10])=[O:7].Cl.[OH:25][NH2:26].C([O-])(=O)C.[Na+], predict the reaction product. The product is: [OH:25][N:26]=[C:15]([C:13]1[CH:12]=[CH:11][C:3]([O:4][CH2:5][C:6]([O:8][CH2:9][CH3:10])=[O:7])=[C:2]([CH3:1])[CH:14]=1)[CH2:16][C:17]1[CH:22]=[CH:21][CH:20]=[CH:19][CH:18]=1. (2) Given the reactants [F:1][C:2]1[CH:7]=[CH:6][C:5]([CH:8]([NH:16][C:17](=[O:31])[CH2:18][CH:19]2[CH2:23][CH2:22][N:21]([C:24](OC(C)(C)C)=O)[CH2:20]2)[C:9]2[CH:14]=[CH:13][C:12]([F:15])=[CH:11][CH:10]=2)=[CH:4][CH:3]=1.Cl.CCN(C(C)C)C(C)C.[F:42][C:43]([F:58])([F:57])[C:44]1[CH:45]=[CH:46][C:47]([N:50]2[CH:54]=[CH:53][C:52](C=O)=[CH:51]2)=[N:48][CH:49]=1, predict the reaction product. The product is: [F:15][C:12]1[CH:13]=[CH:14][C:9]([CH:8]([C:5]2[CH:4]=[CH:3][C:2]([F:1])=[CH:7][CH:6]=2)[NH:16][C:17](=[O:31])[CH2:18][CH:19]2[CH2:23][CH2:22][N:21]([CH2:24][C:53]3[CH:52]=[CH:51][N:50]([C:47]4[CH:46]=[CH:45][C:44]([C:43]([F:57])([F:58])[F:42])=[CH:49][N:48]=4)[CH:54]=3)[CH2:20]2)=[CH:10][CH:11]=1.